This data is from Catalyst prediction with 721,799 reactions and 888 catalyst types from USPTO. The task is: Predict which catalyst facilitates the given reaction. (1) Reactant: [CH2:1]([C:3]1[N:4]=[N:5][N:6]([CH2:8][N:9]2[C:14]3[CH:15]=[C:16]([C:18]4[CH:23]=[CH:22][CH:21]=[CH:20][CH:19]=4)[S:17][C:13]=3[C:12](=[O:24])[N:11]([CH:25]3[CH2:30][CH2:29][N:28](C(OC(C)(C)C)=O)[CH2:27][CH2:26]3)[C:10]2=[O:38])[N:7]=1)[CH3:2].[ClH:39]. Product: [ClH:39].[CH2:1]([C:3]1[N:4]=[N:5][N:6]([CH2:8][N:9]2[C:14]3[CH:15]=[C:16]([C:18]4[CH:23]=[CH:22][CH:21]=[CH:20][CH:19]=4)[S:17][C:13]=3[C:12](=[O:24])[N:11]([CH:25]3[CH2:30][CH2:29][NH:28][CH2:27][CH2:26]3)[C:10]2=[O:38])[N:7]=1)[CH3:2]. The catalyst class is: 12. (2) Reactant: [N:1]1[CH:6]=[C:5]([CH2:7][OH:8])[CH:4]=[N:3][CH:2]=1.[H-].[Na+].[Na].[C:12]1([CH3:22])[CH:17]=[CH:16][C:15]([S:18](Cl)(=[O:20])=[O:19])=[CH:14][CH:13]=1. Product: [CH3:22][C:12]1[CH:17]=[CH:16][C:15]([S:18]([O:8][CH2:7][C:5]2[CH:6]=[N:1][CH:2]=[N:3][CH:4]=2)(=[O:20])=[O:19])=[CH:14][CH:13]=1. The catalyst class is: 7. (3) Reactant: [Cl:1][C:2]1[C:3]([CH3:12])=[CH:4][C:5]([F:11])=[C:6]([CH:10]=1)[C:7](O)=[O:8].[CH3:13][S:14]([NH2:17])(=[O:16])=[O:15].Cl.C(N=C=NCCCN(C)C)C. The catalyst class is: 143. Product: [Cl:1][C:2]1[C:3]([CH3:12])=[CH:4][C:5]([F:11])=[C:6]([CH:10]=1)[C:7]([NH:17][S:14]([CH3:13])(=[O:16])=[O:15])=[O:8]. (4) The catalyst class is: 3. Product: [CH3:23][O:22][C:20](=[O:21])[CH2:19][NH:5][C:4]1[CH:6]=[CH:7][C:8]([O:10][CH3:11])=[CH:9][C:3]=1[O:2][CH3:1]. Reactant: [CH3:1][O:2][C:3]1[CH:9]=[C:8]([O:10][CH3:11])[CH:7]=[CH:6][C:4]=1[NH2:5].C(=O)([O-])[O-].[K+].[K+].Br[CH2:19][C:20]([O:22][CH3:23])=[O:21].O. (5) Product: [CH3:73][O:72][C:69]1[N:68]=[CH:67][C:66]([NH:65][C:28]([CH:9]2[CH:8]([C:4]3[CH:5]=[CH:6][CH:7]=[C:2]([Cl:1])[C:3]=3[F:31])[C:12]([C:15]3[CH:20]=[CH:19][C:18]([Cl:21])=[CH:17][C:16]=3[F:22])([C:13]#[N:14])[CH:11]([CH2:23][C:24]([CH3:27])([CH3:26])[CH3:25])[NH:10]2)=[O:29])=[CH:71][CH:70]=1. The catalyst class is: 2. Reactant: [Cl:1][C:2]1[C:3]([F:31])=[C:4]([CH:8]2[C:12]([C:15]3[CH:20]=[CH:19][C:18]([Cl:21])=[CH:17][C:16]=3[F:22])([C:13]#[N:14])[CH:11]([CH2:23][C:24]([CH3:27])([CH3:26])[CH3:25])[NH:10][CH:9]2[C:28](O)=[O:29])[CH:5]=[CH:6][CH:7]=1.CN(C(ON1N=NC2C=CC=NC1=2)=[N+](C)C)C.F[P-](F)(F)(F)(F)F.CCN(C(C)C)C(C)C.[NH2:65][C:66]1[CH:67]=[N:68][C:69]([O:72][CH3:73])=[CH:70][CH:71]=1. (6) Reactant: Cl.[CH3:2][N:3]([CH2:5][C:6](Cl)=[O:7])[CH3:4].Cl.[Cl:10][C:11]1[C:12]([F:37])=[C:13]([CH:34]=[CH:35][CH:36]=1)[NH:14][C:15]1[C:24]2[C:19](=[CH:20][C:21]([O:32][CH3:33])=[C:22]([O:25][C@H:26]3[CH2:31][CH2:30][CH2:29][NH:28][CH2:27]3)[CH:23]=2)[N:18]=[CH:17][N:16]=1.C(N(C(C)C)CC)(C)C. Product: [Cl:10][C:11]1[C:12]([F:37])=[C:13]([CH:34]=[CH:35][CH:36]=1)[NH:14][C:15]1[C:24]2[C:19](=[CH:20][C:21]([O:32][CH3:33])=[C:22]([O:25][C@H:26]3[CH2:31][CH2:30][CH2:29][N:28]([C:6](=[O:7])[CH2:5][N:3]([CH3:4])[CH3:2])[CH2:27]3)[CH:23]=2)[N:18]=[CH:17][N:16]=1. The catalyst class is: 2. (7) Reactant: [CH3:1][N:2]1[CH2:7][CH2:6][N:5]([C:8]2[C:13]([N+:14]([O-])=O)=[CH:12][CH:11]=[CH:10][N:9]=2)[CH2:4][CH2:3]1. Product: [CH3:1][N:2]1[CH2:3][CH2:4][N:5]([C:8]2[C:13]([NH2:14])=[CH:12][CH:11]=[CH:10][N:9]=2)[CH2:6][CH2:7]1. The catalyst class is: 19. (8) Reactant: O.[C:2]([OH:6])(=O)[CH:3]=O.[CH3:7][C:8]([C:10]1[CH:15]=[C:14]([F:16])[CH:13]=[C:12]([F:17])[CH:11]=1)=O.O.[OH-].[NH3+:20][NH2:21]. Product: [F:17][C:12]1[CH:11]=[C:10]([C:8]2[CH:7]=[CH:3][C:2](=[O:6])[NH:20][N:21]=2)[CH:15]=[C:14]([F:16])[CH:13]=1. The catalyst class is: 15. (9) Reactant: [C:1]([O:5][C:6](=[O:17])[NH:7][CH2:8][C:9]1[CH:14]=[CH:13][CH:12]=[CH:11][C:10]=1[S:15][CH3:16])([CH3:4])([CH3:3])[CH3:2].I([O-])(=O)(=O)=[O:19].[Na+]. The catalyst class is: 20. Product: [C:1]([O:5][C:6](=[O:17])[NH:7][CH2:8][C:9]1[CH:14]=[CH:13][CH:12]=[CH:11][C:10]=1[S:15]([CH3:16])=[O:19])([CH3:4])([CH3:3])[CH3:2].